This data is from Full USPTO retrosynthesis dataset with 1.9M reactions from patents (1976-2016). The task is: Predict the reactants needed to synthesize the given product. (1) Given the product [NH2:18][CH2:17][C:11]1([NH:10][C:6]2[CH:5]=[C:4]3[C:9](=[CH:8][CH:7]=2)[NH:1][N:2]=[CH:3]3)[CH2:12][CH2:13][CH2:14][CH2:15][CH2:16]1, predict the reactants needed to synthesize it. The reactants are: [NH:1]1[C:9]2[C:4](=[CH:5][C:6]([NH:10][C:11]3([C:17]#[N:18])[CH2:16][CH2:15][CH2:14][CH2:13][CH2:12]3)=[CH:7][CH:8]=2)[CH:3]=[N:2]1.[H-].[H-].[H-].[H-].[Li+].[Al+3]. (2) Given the product [F:24][CH:25]([F:42])[C:26]1[CH:31]=[C:30]([NH:32][C:17]([N:3]2[C@@H:2]([CH3:1])[CH2:7][N:6]3[N:8]=[CH:9][C:10]([N:11]4[CH2:15][CH2:14][CH2:13][C:12]4=[O:16])=[C:5]3[CH2:4]2)=[O:19])[CH:29]=[CH:28][N:27]=1, predict the reactants needed to synthesize it. The reactants are: [CH3:1][C@H:2]1[CH2:7][N:6]2[N:8]=[CH:9][C:10]([N:11]3[CH2:15][CH2:14][CH2:13][C:12]3=[O:16])=[C:5]2[CH2:4][N:3]1[C:17]([O:19]C(C)(C)C)=O.[F:24][CH:25]([F:42])[C:26]1[CH:31]=[C:30]([NH:32]C(=O)OC2C=CC=CC=2)[CH:29]=[CH:28][N:27]=1.